Dataset: Full USPTO retrosynthesis dataset with 1.9M reactions from patents (1976-2016). Task: Predict the reactants needed to synthesize the given product. The reactants are: [F:1][C:2]([F:16])([F:15])[C:3]([CH2:5][S:6][C:7]1[NH:11][CH:10]=[N:9][C:8]=1[N+:12]([O-:14])=[O:13])=O.P(Cl)(Cl)(Cl)=O.C(=O)(O)[O-].[Na+]. Given the product [N+:12]([C:8]1[N:9]=[CH:10][N:11]2[C:3]([C:2]([F:16])([F:15])[F:1])=[CH:5][S:6][C:7]=12)([O-:14])=[O:13], predict the reactants needed to synthesize it.